From a dataset of HIV replication inhibition screening data with 41,000+ compounds from the AIDS Antiviral Screen. Binary Classification. Given a drug SMILES string, predict its activity (active/inactive) in a high-throughput screening assay against a specified biological target. The molecule is CN1N(c2ccccc2)C(=O)C2=NC=C(C(=O)c3ccccc3)C(=N)C21C. The result is 0 (inactive).